Dataset: Full USPTO retrosynthesis dataset with 1.9M reactions from patents (1976-2016). Task: Predict the reactants needed to synthesize the given product. (1) Given the product [ClH:34].[Cl:34][C:24]1[C:23]2[C:28](=[CH:29][C:20]([S:17]([N:9]([CH2:10][CH:11]3[CH2:16][CH2:15][CH2:14][CH2:13][CH2:12]3)[CH2:8][C:7]([OH:35])=[O:6])(=[O:18])=[O:19])=[CH:21][CH:22]=2)[C:27]([NH:30][C:31]([NH2:33])=[NH:32])=[N:26][CH:25]=1, predict the reactants needed to synthesize it. The reactants are: Cl.C([O:6][C:7](=[O:35])[CH2:8][N:9]([S:17]([C:20]1[CH:29]=[C:28]2[C:23]([C:24]([Cl:34])=[CH:25][N:26]=[C:27]2[NH:30][C:31]([NH2:33])=[NH:32])=[CH:22][CH:21]=1)(=[O:19])=[O:18])[CH2:10][CH:11]1[CH2:16][CH2:15][CH2:14][CH2:13][CH2:12]1)(C)(C)C. (2) Given the product [F:16][C:13]1[CH:14]=[CH:15][C:10]([C@H:7]2[N:6]([S:17]([C:20]3[CH:25]=[CH:24][C:23]([CH3:26])=[CH:22][CH:21]=3)(=[O:19])=[O:18])[C@@H:5]([CH2:4][CH2:3][CH2:2][N:27]3[CH:31]=[CH:30][N:29]=[CH:28]3)[CH2:9][CH2:8]2)=[CH:11][CH:12]=1, predict the reactants needed to synthesize it. The reactants are: Cl[CH2:2][CH2:3][CH2:4][C@H:5]1[CH2:9][CH2:8][C@@H:7]([C:10]2[CH:15]=[CH:14][C:13]([F:16])=[CH:12][CH:11]=2)[N:6]1[S:17]([C:20]1[CH:25]=[CH:24][C:23]([CH3:26])=[CH:22][CH:21]=1)(=[O:19])=[O:18].[NH:27]1[CH:31]=[CH:30][N:29]=[CH:28]1. (3) Given the product [Cl:19][C:8]1[CH:7]=[C:6]2[C:11]([C:2]([N:23]3[CH2:24][CH2:25][NH:20][CH:21]([C:26]([NH2:28])=[O:27])[CH2:22]3)=[N:3][CH:4]=[N:5]2)=[CH:10][C:9]=1[C:12]1[CH:17]=[CH:16][C:15]([Cl:18])=[CH:14][CH:13]=1, predict the reactants needed to synthesize it. The reactants are: Cl[C:2]1[C:11]2[C:6](=[CH:7][C:8]([Cl:19])=[C:9]([C:12]3[CH:17]=[CH:16][C:15]([Cl:18])=[CH:14][CH:13]=3)[CH:10]=2)[N:5]=[CH:4][N:3]=1.[NH:20]1[CH2:25][CH2:24][NH:23][CH2:22][CH:21]1[C:26]([NH2:28])=[O:27].CCN(C(C)C)C(C)C. (4) Given the product [F:23][C:24]1[CH:25]=[C:26]2[C:30](=[CH:31][C:32]=1[NH:33][C:34](=[O:38])[CH:35]([OH:37])[CH3:36])[NH:29][C:28](=[O:39])[C:27]2=[CH:21][C:3]1[NH:4][C:5]2[CH2:11][CH2:10][CH2:9][N:8]([CH2:12][CH2:13][N:14]3[CH2:19][CH2:18][CH2:17][CH2:16][CH2:15]3)[C:7](=[O:20])[C:6]=2[C:2]=1[CH3:1], predict the reactants needed to synthesize it. The reactants are: [CH3:1][C:2]1[C:6]2[C:7](=[O:20])[N:8]([CH2:12][CH2:13][N:14]3[CH2:19][CH2:18][CH2:17][CH2:16][CH2:15]3)[CH2:9][CH2:10][CH2:11][C:5]=2[NH:4][C:3]=1[CH:21]=O.[F:23][C:24]1[CH:25]=[C:26]2[C:30](=[CH:31][C:32]=1[NH:33][C:34](=[O:38])[CH:35]([OH:37])[CH3:36])[NH:29][C:28](=[O:39])[CH2:27]2. (5) Given the product [C:31]1([C:28]2[CH:29]=[CH:30][C:25]([C:24]([N:15]3[C:16]4[CH:23]=[CH:22][CH:21]=[CH:20][C:17]=4[CH2:18][N:19]4[C:10]([C:8]([NH:7][C@@H:4]([CH2:5][OH:6])[C:3]([OH:39])=[O:2])=[O:9])=[CH:11][CH:12]=[C:13]4[CH2:14]3)=[O:38])=[CH:26][C:27]=2[CH3:37])[CH2:36][CH2:35][CH2:34][CH2:33][CH:32]=1, predict the reactants needed to synthesize it. The reactants are: C[O:2][C:3](=[O:39])[C@@H:4]([NH:7][C:8]([C:10]1[N:19]2[C:13]([CH2:14][N:15]([C:24](=[O:38])[C:25]3[CH:30]=[CH:29][C:28]([C:31]4[CH2:36][CH2:35][CH2:34][CH2:33][CH:32]=4)=[C:27]([CH3:37])[CH:26]=3)[C:16]3[CH:23]=[CH:22][CH:21]=[CH:20][C:17]=3[CH2:18]2)=[CH:12][CH:11]=1)=[O:9])[CH2:5][OH:6].[OH-].[Na+].Cl.